From a dataset of Forward reaction prediction with 1.9M reactions from USPTO patents (1976-2016). Predict the product of the given reaction. (1) The product is: [CH3:6][O:7][C:8]1[CH:13]=[CH:12][C:11]([N:1]2[CH:5]=[CH:4][CH:3]=[N:2]2)=[CH:10][CH:9]=1. Given the reactants [NH:1]1[CH:5]=[CH:4][CH:3]=[N:2]1.[CH3:6][O:7][C:8]1[CH:13]=[CH:12][C:11](B(O)O)=[CH:10][CH:9]=1.N1C=CC=CC=1, predict the reaction product. (2) Given the reactants C(C1C=CC(O/C=C/OC2C=CC(C3C=CC=CC=3)=CC=2)=CC=1)(C)(C)C.I/[CH:28]=[CH:29]/[O:30][C:31]1[CH:36]=[CH:35][C:34]([C:37]2[CH:42]=[CH:41][CH:40]=[CH:39][CH:38]=2)=[CH:33][CH:32]=1.[CH3:43][O:44][C:45]1[CH:50]=[CH:49][C:48]([OH:51])=[CH:47][CH:46]=1.C([O-])([O-])=O.[Cs+].[Cs+], predict the reaction product. The product is: [CH3:43][O:44][C:45]1[CH:50]=[CH:49][C:48]([O:51]/[CH:28]=[CH:29]/[O:30][C:31]2[CH:36]=[CH:35][C:34]([C:37]3[CH:42]=[CH:41][CH:40]=[CH:39][CH:38]=3)=[CH:33][CH:32]=2)=[CH:47][CH:46]=1. (3) Given the reactants [N+:1]([C:4]1[CH:5]=[C:6]([NH2:10])[CH:7]=[CH:8][CH:9]=1)([O-:3])=[O:2].[N:11]([O-])=O.[Na+].[Cl:15][Sn]Cl.O, predict the reaction product. The product is: [ClH:15].[N+:1]([C:4]1[CH:5]=[C:6]([NH:10][NH2:11])[CH:7]=[CH:8][CH:9]=1)([O-:3])=[O:2]. (4) Given the reactants [CH3:1][O:2][C:3]([C:5]1[S:6][C:7]([C:11]2([OH:17])[CH2:16][CH2:15][O:14][CH2:13][CH2:12]2)=[CH:8][C:9]=1[NH2:10])=[O:4].CO[CH:20]([N:23]([CH3:25])[CH3:24])OC, predict the reaction product. The product is: [CH3:1][O:2][C:3]([C:5]1[S:6][C:7]([C:11]2([OH:17])[CH2:12][CH2:13][O:14][CH2:15][CH2:16]2)=[CH:8][C:9]=1[N:10]=[CH:20][N:23]([CH3:25])[CH3:24])=[O:4]. (5) Given the reactants Cl.[CH3:2][N:3]1[C@@H:20]2[CH2:21][C:8]3[CH:9]=[CH:10][C:11]([O:23][CH3:24])=[C:12]4[O:13][C@H:14]5[C:15]([CH2:17][CH2:18][C@:19]2([OH:22])[C@:6]5([C:7]=34)[CH2:5][CH2:4]1)=[O:16].C(N(CC(O)=O)CC(O)=O)CN(CC(O)=O)CC(O)=O.C([O-])(=O)CS.[Na+].C([O-])(=O)CS, predict the reaction product. The product is: [CH3:2][N:3]1[C@@H:20]2[CH2:21][C:8]3[CH:9]=[CH:10][C:11]([O:23][CH3:24])=[C:12]4[O:13][C@H:14]5[C:15]([CH2:17][CH2:18][C@:19]2([OH:22])[C@:6]5([C:7]=34)[CH2:5][CH2:4]1)=[O:16].[CH3:2][N:3]1[C@@H:20]2[CH2:21][C:8]3[CH:9]=[CH:10][C:11]([O:23][CH3:24])=[C:12]4[O:13][CH:14]5[C:15]([CH:17]=[CH:18][C@:19]2([OH:22])[C@:6]5([C:7]=34)[CH2:5][CH2:4]1)=[O:16]. (6) Given the reactants [NH2:1][CH2:2][C@@H:3]1[C@@H:11]([C@@:12]2([CH3:21])[CH2:17][CH2:16][C@H:15]([OH:18])[CH2:14][C@@H:13]2[CH2:19][OH:20])[CH2:10][CH2:9][C:8]2[C:7]([CH3:23])([CH3:22])[CH2:6][CH2:5][C:4]1=2.C[SH-][C:26](=[N:30][CH3:31])[NH:27][C:28]#[N:29], predict the reaction product. The product is: [C:28](/[N:27]=[C:26](\[NH:30][CH3:31])/[NH:1][CH2:2][C@@H:3]1[C@@H:11]([C@@:12]2([CH3:21])[CH2:17][CH2:16][C@H:15]([OH:18])[CH2:14][C@@H:13]2[CH2:19][OH:20])[CH2:10][CH2:9][C:8]2[C:7]([CH3:23])([CH3:22])[CH2:6][CH2:5][C:4]1=2)#[N:29]. (7) Given the reactants [NH:1]1[CH:5]=[CH:4][C:3]([N:6]2[C:14](=[O:15])[C:13]3[C:8](=[CH:9][CH:10]=[CH:11][CH:12]=3)[C:7]2=[O:16])=[N:2]1.Br[CH2:18][C:19]1[CH:24]=[CH:23][CH:22]=[C:21]([Cl:25])[C:20]=1[F:26].C(=O)([O-])[O-].[K+].[K+], predict the reaction product. The product is: [Cl:25][C:21]1[C:20]([F:26])=[C:19]([CH2:18][N:1]2[CH:5]=[CH:4][C:3]([N:6]3[C:14](=[O:15])[C:13]4[C:8](=[CH:9][CH:10]=[CH:11][CH:12]=4)[C:7]3=[O:16])=[N:2]2)[CH:24]=[CH:23][CH:22]=1. (8) Given the reactants [Cl:1][C:2]1[C:10]2[C:5](=[CH:6][CH:7]=[C:8]3[O:15][CH2:14][CH2:13][N:12](C(OC(C)(C)C)=O)[CH2:11][C:9]3=2)[NH:4][CH:3]=1.[H-].[Na+].[C:25]([C:27]1[CH:28]=[C:29]([S:33](Cl)(=[O:35])=[O:34])[CH:30]=[CH:31][CH:32]=1)#[N:26].[C:37]([OH:43])([C:39]([F:42])([F:41])[F:40])=[O:38], predict the reaction product. The product is: [F:40][C:39]([F:42])([F:41])[C:37]([OH:43])=[O:38].[Cl:1][C:2]1[C:10]2[C:5](=[CH:6][CH:7]=[C:8]3[O:15][CH2:14][CH2:13][NH:12][CH2:11][C:9]3=2)[N:4]([S:33]([C:29]2[CH:28]=[C:27]([CH:32]=[CH:31][CH:30]=2)[C:25]#[N:26])(=[O:35])=[O:34])[CH:3]=1. (9) Given the reactants [N+:1]([C:4]1[CH:12]=[N:11][CH:10]=[CH:9][C:5]=1[C:6]([OH:8])=O)([O-:3])=[O:2].Cl.CN.C(Cl)CCl.C1C=CC2N(O)N=[N:26][C:24]=2C=1.CCN(C(C)C)C(C)C, predict the reaction product. The product is: [CH3:24][NH:26][C:6](=[O:8])[C:5]1[CH:9]=[CH:10][N:11]=[CH:12][C:4]=1[N+:1]([O-:3])=[O:2].